Dataset: Peptide-MHC class I binding affinity with 185,985 pairs from IEDB/IMGT. Task: Regression. Given a peptide amino acid sequence and an MHC pseudo amino acid sequence, predict their binding affinity value. This is MHC class I binding data. (1) The peptide sequence is FPVAMLSCL. The MHC is HLA-B51:01 with pseudo-sequence HLA-B51:01. The binding affinity (normalized) is 0.517. (2) The peptide sequence is ISDVKVLAAR. The MHC is HLA-A11:01 with pseudo-sequence HLA-A11:01. The binding affinity (normalized) is 0.348. (3) The binding affinity (normalized) is 0.786. The MHC is HLA-A68:02 with pseudo-sequence HLA-A68:02. The peptide sequence is WVSGVSGNI. (4) The peptide sequence is HLDELTTTL. The MHC is HLA-A66:01 with pseudo-sequence HLA-A66:01. The binding affinity (normalized) is 0.213. (5) The peptide sequence is MSYSMCTGKF. The MHC is HLA-A01:01 with pseudo-sequence HLA-A01:01. The binding affinity (normalized) is 0.0940. (6) The peptide sequence is YAQMWTLMY. The MHC is HLA-A30:01 with pseudo-sequence HLA-A30:01. The binding affinity (normalized) is 0.0847. (7) The binding affinity (normalized) is 0.0847. The MHC is HLA-A24:03 with pseudo-sequence HLA-A24:03. The peptide sequence is DSMGQGDAY. (8) The peptide sequence is GHYTHITAK. The MHC is HLA-A02:01 with pseudo-sequence HLA-A02:01. The binding affinity (normalized) is 0.0847. (9) The peptide sequence is SHSIPNGLL. The MHC is HLA-A26:01 with pseudo-sequence HLA-A26:01. The binding affinity (normalized) is 0.0847. (10) The peptide sequence is MYIFFASFY. The MHC is HLA-A01:01 with pseudo-sequence HLA-A01:01. The binding affinity (normalized) is 0.